This data is from Peptide-MHC class II binding affinity with 134,281 pairs from IEDB. The task is: Regression. Given a peptide amino acid sequence and an MHC pseudo amino acid sequence, predict their binding affinity value. This is MHC class II binding data. (1) The peptide sequence is QLQPFPQPQLPYPQPQP. The MHC is DRB4_0101 with pseudo-sequence DRB4_0103. The binding affinity (normalized) is 0.211. (2) The peptide sequence is PQQPFPQQPQQPYPQQP. The MHC is HLA-DQA10501-DQB10201 with pseudo-sequence HLA-DQA10501-DQB10201. The binding affinity (normalized) is 0.0771.